Dataset: Forward reaction prediction with 1.9M reactions from USPTO patents (1976-2016). Task: Predict the product of the given reaction. (1) Given the reactants [OH-].[NH4+:2].[CH3:3][C@@H:4]1[S:9][C:8]2[S:10][C:11]([S:13](Cl)(=[O:15])=[O:14])=[CH:12][C:7]=2[C:6](=[O:17])[CH2:5]1, predict the reaction product. The product is: [CH3:3][C@@H:4]1[S:9][C:8]2[S:10][C:11]([S:13]([NH2:2])(=[O:15])=[O:14])=[CH:12][C:7]=2[C:6](=[O:17])[CH2:5]1. (2) The product is: [CH:34]1([NH:37][C:38](=[O:55])[C:39]2[CH:44]=[CH:43][C:42]([CH3:45])=[C:41]([C:2]3[C:11](=[O:12])[N:10]([CH3:13])[C:9]4[C:8]([C:14]5[CH:19]=[CH:18][C:17]([F:20])=[CH:16][C:15]=5[F:21])=[N:7][N:6]=[CH:5][C:4]=4[CH:3]=3)[CH:40]=2)[CH2:35][CH2:36]1. Given the reactants Br[C:2]1[C:11](=[O:12])[N:10]([CH3:13])[C:9]2[C:8]([C:14]3[CH:19]=[CH:18][C:17]([F:20])=[CH:16][C:15]=3[F:21])=[N:7][N:6]=[CH:5][C:4]=2[CH:3]=1.O1CCOCC1.C([O-])([O-])=O.[Na+].[Na+].[CH:34]1([NH:37][C:38](=[O:55])[C:39]2[CH:44]=[CH:43][C:42]([CH3:45])=[C:41](B3OC(C)(C)C(C)(C)O3)[CH:40]=2)[CH2:36][CH2:35]1, predict the reaction product. (3) Given the reactants [Si]([O:8][CH2:9][C:10]([C:13]1[CH:31]=[CH:30][C:16]([C:17]([NH:19][C:20]2[N:21]=[C:22]3[CH:27]=[CH:26][C:25](I)=[CH:24][N:23]3[CH:29]=2)=[O:18])=[CH:15][CH:14]=1)([CH3:12])[CH3:11])(C(C)(C)C)(C)C.[O:32]1[CH:36]=[CH:35][C:34](B(O)O)=[CH:33]1, predict the reaction product. The product is: [O:32]1[CH:36]=[CH:35][C:34]([C:25]2[CH:26]=[CH:27][C:22]3[N:23]([CH:29]=[C:20]([NH:19][C:17](=[O:18])[C:16]4[CH:30]=[CH:31][C:13]([C:10]([CH3:11])([CH3:12])[CH2:9][OH:8])=[CH:14][CH:15]=4)[N:21]=3)[CH:24]=2)=[CH:33]1. (4) Given the reactants [CH2:1]([OH:5])[CH2:2][CH2:3][CH3:4].N#N.[H-].[Na+].Cl[C:11]1[N:16]=[C:15]([Cl:17])[CH:14]=[C:13]([N:18]2[CH2:23][CH2:22][O:21][CH2:20][CH2:19]2)[N:12]=1, predict the reaction product. The product is: [CH2:1]([O:5][C:11]1[N:16]=[C:15]([Cl:17])[CH:14]=[C:13]([N:18]2[CH2:23][CH2:22][O:21][CH2:20][CH2:19]2)[N:12]=1)[CH2:2][CH2:3][CH3:4]. (5) Given the reactants C(C12CC(C(O)=O)(C1)C2)(C)(C)C.[C:13]([C:17]12[CH2:21][C:19]([C:22]([NH2:24])=O)([CH2:20]1)[CH2:18]2)([CH3:16])([CH3:15])[CH3:14].S(Cl)(Cl)=O.C(Cl)(=O)C(Cl)=O.C(C12CC(C(Cl)=O)(C1)C2)(C)(C)C.N.[H-].[Al+3].[Li+].[H-].[H-].[H-], predict the reaction product. The product is: [C:13]([C:17]12[CH2:20][C:19]([CH2:22][NH2:24])([CH2:18]1)[CH2:21]2)([CH3:16])([CH3:14])[CH3:15]. (6) Given the reactants Cl[C:2]1[C:7]([C:8]#[N:9])=[CH:6][CH:5]=[CH:4][N:3]=1.[CH3:10][NH:11][S:12]([CH3:15])(=[O:14])=[O:13].C([O-])([O-])=O.[Cs+].[Cs+], predict the reaction product. The product is: [C:8]([C:7]1[C:2]([N:11]([CH3:10])[S:12]([CH3:15])(=[O:14])=[O:13])=[N:3][CH:4]=[CH:5][CH:6]=1)#[N:9].